This data is from Catalyst prediction with 721,799 reactions and 888 catalyst types from USPTO. The task is: Predict which catalyst facilitates the given reaction. (1) Reactant: Br[C:2]1[CH:3]=[C:4]([NH:8][C:9]2[N:14]=[CH:13][N:12]=[C:11]([NH:15][C:16]3[CH:17]=[C:18]([S:22]([NH:25][CH3:26])(=[O:24])=[O:23])[CH:19]=[CH:20][CH:21]=3)[CH:10]=2)[CH:5]=[CH:6][CH:7]=1.[CH3:27][N:28]([CH3:44])[C:29]1[CH:34]=[CH:33][C:32](B2OC(C)(C)C(C)(C)O2)=[CH:31][N:30]=1.[O-]P([O-])([O-])=O.[K+].[K+].[K+].O. Product: [CH3:27][N:28]([CH3:44])[C:29]1[N:30]=[CH:31][C:32]([C:2]2[CH:3]=[C:4]([NH:8][C:9]3[N:14]=[CH:13][N:12]=[C:11]([NH:15][C:16]4[CH:17]=[C:18]([S:22]([NH:25][CH3:26])(=[O:24])=[O:23])[CH:19]=[CH:20][CH:21]=4)[CH:10]=3)[CH:5]=[CH:6][CH:7]=2)=[CH:33][CH:34]=1. The catalyst class is: 655. (2) Reactant: C1(P(C2C=CC=CC=2)C2C=CC=CC=2)C=CC=CC=1.N(C(OC(C)C)=O)=NC(OC(C)C)=O.[N:34]1[CH:39]=[CH:38][CH:37]=[C:36]([CH2:40][CH2:41][CH2:42]O)[CH:35]=1.[Cl:44][C:45]1[CH:50]=[CH:49][C:48]([NH:51][S:52]([C:55]2[CH:60]=[CH:59][C:58]([O:61][CH3:62])=[C:57]([O:63][CH3:64])[CH:56]=2)(=[O:54])=[O:53])=[C:47]([CH2:65][C:66]2[C:71]([F:72])=[CH:70][CH:69]=[CH:68][C:67]=2[F:73])[CH:46]=1. Product: [Cl:44][C:45]1[CH:50]=[CH:49][C:48]([N:51]([CH2:42][CH2:41][CH2:40][C:36]2[CH:35]=[N:34][CH:39]=[CH:38][CH:37]=2)[S:52]([C:55]2[CH:60]=[CH:59][C:58]([O:61][CH3:62])=[C:57]([O:63][CH3:64])[CH:56]=2)(=[O:53])=[O:54])=[C:47]([CH2:65][C:66]2[C:71]([F:72])=[CH:70][CH:69]=[CH:68][C:67]=2[F:73])[CH:46]=1. The catalyst class is: 165. (3) Reactant: [CH:1]1([NH:7][C:8]2[CH:17]=[C:16]3[C:11]([C:12](=[O:25])[C:13]([CH:23]=O)=[CH:14][N:15]3[CH:18]3[CH2:22][CH2:21][CH2:20][CH2:19]3)=[CH:10][C:9]=2[F:26])[CH2:6][CH2:5][CH2:4][CH2:3][CH2:2]1.[ClH:27].[NH2:28][CH2:29][C:30]([O:32][CH2:33][CH3:34])=[O:31].[H][H]. Product: [ClH:27].[CH2:33]([O:32][C:30](=[O:31])[CH2:29][NH:28][CH2:23][C:13]1[C:12](=[O:25])[C:11]2[C:16](=[CH:17][C:8]([NH:7][CH:1]3[CH2:6][CH2:5][CH2:4][CH2:3][CH2:2]3)=[C:9]([F:26])[CH:10]=2)[N:15]([CH:18]2[CH2:22][CH2:21][CH2:20][CH2:19]2)[CH:14]=1)[CH3:34]. The catalyst class is: 349. (4) Product: [C:11]([O:15][C:16]([NH:18][C:19]([CH3:26])([CH:20]=[O:21])[C:22]([O:24][CH3:25])=[O:23])=[O:17])([CH3:14])([CH3:13])[CH3:12]. The catalyst class is: 2. Reactant: C(Cl)(=O)C(Cl)=O.CS(C)=O.[C:11]([O:15][C:16]([NH:18][C@:19]([CH3:26])([C:22]([O:24][CH3:25])=[O:23])[CH2:20][OH:21])=[O:17])([CH3:14])([CH3:13])[CH3:12].CCN(CC)CC. (5) Reactant: [NH:1]1[CH2:7][CH2:6][CH2:5][CH:4]([CH2:8][N:9]2[C:17]3[C:12](=[CH:13][C:14]([C:18]4[CH:19]=[N:20][N:21]([CH:23]5[CH2:28][CH2:27][CH2:26][CH2:25][O:24]5)[CH:22]=4)=[CH:15][CH:16]=3)[CH:11]=[CH:10]2)[CH2:3][CH2:2]1.C(N(CC)CC)C.[C:36](Cl)(=[O:43])[C:37]1[CH:42]=[CH:41][CH:40]=[CH:39][CH:38]=1.CO.ClCCl. Product: [C:37]1([C:36]([N:1]2[CH2:7][CH2:6][CH2:5][CH:4]([CH2:8][N:9]3[C:17]4[C:12](=[CH:13][C:14]([C:18]5[CH:19]=[N:20][N:21]([CH:23]6[CH2:28][CH2:27][CH2:26][CH2:25][O:24]6)[CH:22]=5)=[CH:15][CH:16]=4)[CH:11]=[CH:10]3)[CH2:3][CH2:2]2)=[O:43])[CH:42]=[CH:41][CH:40]=[CH:39][CH:38]=1. The catalyst class is: 4. (6) Reactant: [NH2:1][C:2]1[N:10]=[CH:9][N:8]=[C:7]2[C:3]=1[N:4]=[CH:5][N:6]2[C@H:11]1[C@@H:15]2[O:16][C:17]([CH3:20])([CH3:19])[O:18][C@@H:14]2[C@@H:13]([CH2:21][N:22]([CH3:27])[CH2:23][CH2:24][CH2:25][NH2:26])[O:12]1.[Cl:28][C:29]1[CH:34]=[CH:33][CH:32]=[C:31]([N:35]=[C:36]=[O:37])[CH:30]=1.O.N.O. Product: [NH2:1][C:2]1[N:10]=[CH:9][N:8]=[C:7]2[C:3]=1[N:4]=[CH:5][N:6]2[C@H:11]1[C@@H:15]2[O:16][C:17]([CH3:19])([CH3:20])[O:18][C@@H:14]2[C@@H:13]([CH2:21][N:22]([CH3:27])[CH2:23][CH2:24][CH2:25][NH:26][C:36]([NH:35][C:31]2[CH:32]=[CH:33][CH:34]=[C:29]([Cl:28])[CH:30]=2)=[O:37])[O:12]1. The catalyst class is: 61. (7) Reactant: Cl[C:2]1[C:7]([N+:8]([O-:10])=[O:9])=[CH:6][CH:5]=[CH:4][N:3]=1.[NH2:11][C:12]1[CH:17]=[CH:16][CH:15]=[C:14]([CH3:18])[CH:13]=1.C(N(CC)CC)C.C(O)CCC. Product: [N+:8]([C:7]1[C:2]([NH:11][C:12]2[CH:13]=[C:14]([CH3:18])[CH:15]=[CH:16][CH:17]=2)=[N:3][CH:4]=[CH:5][CH:6]=1)([O-:10])=[O:9]. The catalyst class is: 4. (8) Reactant: [NH2:1][CH2:2][CH:3]([C:11]1([OH:33])[CH2:16][CH2:15][N:14]([C:17]([C:19]2[CH:24]=[C:23]([C:25]([F:28])([F:27])[F:26])[CH:22]=[C:21]([C:29]([F:32])([F:31])[F:30])[CH:20]=2)=[O:18])[CH2:13][CH2:12]1)[C:4]1[CH:9]=[CH:8][CH:7]=[C:6]([Cl:10])[CH:5]=1.[O:34]1CCC[CH2:35]1. Product: [F:31][C:29]([F:32])([F:30])[C:21]1[CH:20]=[C:19]([CH:24]=[C:23]([C:25]([F:26])([F:27])[F:28])[CH:22]=1)[C:17]([N:14]1[CH2:15][CH2:16][C:11]2([O:33][C:35](=[O:34])[NH:1][CH2:2][CH:3]2[C:4]2[CH:9]=[CH:8][CH:7]=[C:6]([Cl:10])[CH:5]=2)[CH2:12][CH2:13]1)=[O:18]. The catalyst class is: 6. (9) Reactant: [CH2:1]([O:5][C:6]1[C:11]2[C:12]([O:15][CH2:16][CH:17]3[CH2:22][CH2:21][N:20](C(OC(C)(C)C)=O)[CH2:19][CH2:18]3)=[N:13][O:14][C:10]=2[CH:9]=[CH:8][CH:7]=1)[CH:2]([CH3:4])[CH3:3].[ClH:30]. Product: [Cl-:30].[CH2:1]([O:5][C:6]1[C:11]2[C:12]([O:15][CH2:16][CH:17]3[CH2:22][CH2:21][NH2+:20][CH2:19][CH2:18]3)=[N:13][O:14][C:10]=2[CH:9]=[CH:8][CH:7]=1)[CH:2]([CH3:4])[CH3:3]. The catalyst class is: 13.